The task is: Predict the reaction yield, written as a fraction of the theoretical maximum amount of product (1.0 means a 100% yield; for example, 0.34 means a 34% yield).. This data is from Reaction yield outcomes from USPTO patents with 853,638 reactions. (1) The reactants are C(OC(=O)[NH:7][C@@H:8]1[CH2:12][CH2:11][N:10]([C:13]2[CH:18]=[CH:17][C:16]([N+:19]([O-:21])=[O:20])=[CH:15][CH:14]=2)[CH2:9]1)(C)(C)C.[C:23]([OH:29])([C:25]([F:28])([F:27])[F:26])=[O:24].CCOCC. The catalyst is C(Cl)Cl. The product is [F:26][C:25]([F:28])([F:27])[C:23]([OH:29])=[O:24].[N+:19]([C:16]1[CH:17]=[CH:18][C:13]([N:10]2[CH2:11][CH2:12][C@@H:8]([NH2:7])[CH2:9]2)=[CH:14][CH:15]=1)([O-:21])=[O:20]. The yield is 0.930. (2) The reactants are [Cl:1][C:2]1[CH:3]=[N+:4]([O-:27])[CH:5]=[C:6]([Cl:26])[C:7]=1[CH2:8][C:9]([C:11]1[C:16]2[O:17][C:18]3([O:23][C:15]=2[C:14]([O:24][CH3:25])=[CH:13][CH:12]=1)[CH2:22][CH2:21][CH2:20][CH2:19]3)=[O:10].[BH4-].[Na+]. The catalyst is CO. The product is [Cl:1][C:2]1[CH:3]=[N+:4]([O-:27])[CH:5]=[C:6]([Cl:26])[C:7]=1[CH2:8][CH:9]([OH:10])[C:11]1[C:16]2[O:17][C:18]3([O:23][C:15]=2[C:14]([O:24][CH3:25])=[CH:13][CH:12]=1)[CH2:19][CH2:20][CH2:21][CH2:22]3. The yield is 0.302. (3) The reactants are Cl[C:2]1[N:7]=[C:6]2[N:8]([CH:11]3[CH2:13][CH2:12]3)[N:9]=[CH:10][C:5]2=[C:4]([N:14]2[C@@H:19]3[CH2:20][CH2:21][C@H:15]2[CH2:16][O:17][CH2:18]3)[N:3]=1.[Si:22]([O:29][CH:30]([CH2:41][O:42][C:43]1[CH:48]=[CH:47][CH:46]=[C:45](B2OC(C)(C)C(C)(C)O2)[CH:44]=1)[CH2:31][N:32]([CH3:40])[C:33](=[O:39])[O:34][C:35]([CH3:38])([CH3:37])[CH3:36])([C:25]([CH3:28])([CH3:27])[CH3:26])([CH3:24])[CH3:23].C([O-])(O)=O.[Na+]. The catalyst is O1CCOCC1.O.O.C1C=CC([P]([Pd]([P](C2C=CC=CC=2)(C2C=CC=CC=2)C2C=CC=CC=2)([P](C2C=CC=CC=2)(C2C=CC=CC=2)C2C=CC=CC=2)[P](C2C=CC=CC=2)(C2C=CC=CC=2)C2C=CC=CC=2)(C2C=CC=CC=2)C2C=CC=CC=2)=CC=1. The product is [C@H:19]12[N:14]([C:4]3[N:3]=[C:2]([C:45]4[CH:44]=[C:43]([CH:48]=[CH:47][CH:46]=4)[O:42][CH2:41][CH:30]([O:29][Si:22]([C:25]([CH3:28])([CH3:27])[CH3:26])([CH3:24])[CH3:23])[CH2:31][N:32]([CH3:40])[C:33](=[O:39])[O:34][C:35]([CH3:37])([CH3:38])[CH3:36])[N:7]=[C:6]4[N:8]([CH:11]5[CH2:13][CH2:12]5)[N:9]=[CH:10][C:5]=34)[C@H:15]([CH2:21][CH2:20]1)[CH2:16][O:17][CH2:18]2. The yield is 0.710. (4) The reactants are CS([C:5]1[N:10]=[C:9]([C:11]2([S:14]([CH3:17])(=[O:16])=[O:15])[CH2:13][CH2:12]2)[CH:8]=[CH:7][N:6]=1)(=O)=O.Cl.[NH2:19][C@H:20]([C:22]1[C:23](=[O:33])[NH:24][C:25]2[C:30]([CH:31]=1)=[CH:29][C:28]([Cl:32])=[CH:27][CH:26]=2)[CH3:21].CCN(C(C)C)C(C)C.O. The catalyst is CN(C=O)C. The product is [Cl:32][C:28]1[CH:29]=[C:30]2[C:25](=[CH:26][CH:27]=1)[NH:24][C:23](=[O:33])[C:22]([C@@H:20]([NH:19][C:5]1[N:10]=[C:9]([C:11]3([S:14]([CH3:17])(=[O:16])=[O:15])[CH2:13][CH2:12]3)[CH:8]=[CH:7][N:6]=1)[CH3:21])=[CH:31]2. The yield is 0.116.